This data is from Forward reaction prediction with 1.9M reactions from USPTO patents (1976-2016). The task is: Predict the product of the given reaction. (1) Given the reactants [Br:1][C:2]1[C:3]([I:21])=[C:4]2[N:10]=[C:9]([C:11]3[CH:20]=[CH:19][C:14]([C:15]([O:17]C)=[O:16])=[CH:13][CH:12]=3)[NH:8][C:5]2=[N:6][CH:7]=1.O.[OH-].[Li+].Cl, predict the reaction product. The product is: [Br:1][C:2]1[C:3]([I:21])=[C:4]2[N:10]=[C:9]([C:11]3[CH:20]=[CH:19][C:14]([C:15]([OH:17])=[O:16])=[CH:13][CH:12]=3)[NH:8][C:5]2=[N:6][CH:7]=1. (2) Given the reactants [NH2:1][C:2]1[CH:3]=[C:4]([Cl:31])[CH:5]=[C:6]2[C:10]=1[NH:9][C:8]([C:11]([NH2:13])=[O:12])=[C:7]2[S:14]([N:17]1[CH2:22][CH2:21][O:20][C@H:19]([CH2:23][O:24][C:25]2[CH:30]=[CH:29][CH:28]=[CH:27][CH:26]=2)[CH2:18]1)(=[O:16])=[O:15].[CH:32]([C:34]1[CH:42]=[CH:41][C:37]([C:38]([OH:40])=[O:39])=[CH:36][CH:35]=1)=O, predict the reaction product. The product is: [C:11]([C:8]1[NH:9][C:10]2[C:6]([C:7]=1[S:14]([N:17]1[CH2:22][CH2:21][O:20][C@H:19]([CH2:23][O:24][C:25]3[CH:26]=[CH:27][CH:28]=[CH:29][CH:30]=3)[CH2:18]1)(=[O:16])=[O:15])=[CH:5][C:4]([Cl:31])=[CH:3][C:2]=2[NH:1][CH2:32][C:34]1[CH:42]=[CH:41][C:37]([C:38]([OH:40])=[O:39])=[CH:36][CH:35]=1)(=[O:12])[NH2:13]. (3) Given the reactants [Cl:1][C:2]1[CH:7]=[C:6]([Cl:8])[CH:5]=[CH:4][C:3]=1[C@@:9]1([CH2:32][N:33]2[CH:37]=[CH:36][N:35]=[CH:34]2)[O:13][C@H:12]([CH2:14][O:15][C:16]2[CH:21]=[CH:20][C:19]([N:22]3[CH2:27][CH2:26][N:25]([S:28]([CH3:31])(=[O:30])=[O:29])[CH2:24][CH2:23]3)=[CH:18][CH:17]=2)[CH2:11][O:10]1.[CH:38]1(S(Cl)(=O)=O)C[CH2:39]1.CS(Cl)(=O)=O, predict the reaction product. The product is: [CH:31]1([S:28]([N:25]2[CH2:26][CH2:27][N:22]([C:19]3[CH:20]=[CH:21][C:16]([O:15][CH2:14][C@@H:12]4[CH2:11][O:10][C@:9]([C:3]5[CH:4]=[CH:5][C:6]([Cl:8])=[CH:7][C:2]=5[Cl:1])([CH2:32][N:33]5[CH:37]=[CH:36][N:35]=[CH:34]5)[O:13]4)=[CH:17][CH:18]=3)[CH2:23][CH2:24]2)(=[O:30])=[O:29])[CH2:39][CH2:38]1. (4) Given the reactants O[C:2]1[C:3]2[N:11]=[CH:10][CH:9]=[C:8]([C:12]([NH2:14])=[O:13])[C:4]=2[N:5]=[CH:6][N:7]=1.Cl.[Cl:16][C:17]1[CH:22]=[CH:21][C:20]([C@H:23]([NH2:30])[CH2:24][N:25]2[CH2:28][CH:27]([F:29])[CH2:26]2)=[CH:19][C:18]=1[C:31]([F:34])([F:33])[F:32], predict the reaction product. The product is: [Cl:16][C:17]1[CH:22]=[CH:21][C:20]([C@H:23]([NH:30][C:2]2[C:3]3[N:11]=[CH:10][CH:9]=[C:8]([C:12]([NH2:14])=[O:13])[C:4]=3[N:5]=[CH:6][N:7]=2)[CH2:24][N:25]2[CH2:26][CH:27]([F:29])[CH2:28]2)=[CH:19][C:18]=1[C:31]([F:34])([F:32])[F:33]. (5) The product is: [Cl:19][C:20]1[CH:28]=[C:27]([F:29])[C:26]([S:30]([NH:18][CH2:15][CH2:16][CH3:17])(=[O:32])=[O:31])=[CH:25][C:21]=1[C:22]([OH:24])=[O:23]. Given the reactants ClS(C1C=C(C=CC=1F)C(O)=O)(=O)=O.[CH2:15]([NH2:18])[CH2:16][CH3:17].[Cl:19][C:20]1[CH:28]=[C:27]([F:29])[C:26]([S:30](NCC)(=[O:32])=[O:31])=[CH:25][C:21]=1[C:22]([OH:24])=[O:23], predict the reaction product. (6) Given the reactants [CH:1]([N:3]1[CH2:7][CH2:6][CH2:5][C:4]1=[O:8])=[CH2:2].C(OCC)(=O)C(C)=C.S(OC)(OC)(=O)=O.C(OCC)(=O)C(C)=C.C(OCCCCCCCC/C=C\CCCCCCCC)(=O)C(C)=C.C(OCC[N:64](CC)CC)(=O)C(C)=C.C(N)(=O)C=C.[Cl-:74].C(OCC[N+](C)(C)C)(=O)C(C)=C, predict the reaction product. The product is: [Cl-:74].[CH3:6][CH:5]=[CH:4][N+:3]1[CH:1]=[CH:2][NH:64][CH:7]=1.[CH:1]([N:3]1[CH2:7][CH2:6][CH2:5][C:4]1=[O:8])=[CH2:2]. (7) Given the reactants C([O-])=O.[NH4+].C([N:12]1[CH2:17][CH2:16][CH:15]([C:18]([C:20]2[CH:28]=[CH:27][C:23]([C:24]([NH2:26])=[O:25])=[CH:22][CH:21]=2)=[O:19])[CH2:14][CH2:13]1)C1C=CC=CC=1, predict the reaction product. The product is: [NH:12]1[CH2:17][CH2:16][CH:15]([C:18]([C:20]2[CH:21]=[CH:22][C:23]([C:24]([NH2:26])=[O:25])=[CH:27][CH:28]=2)=[O:19])[CH2:14][CH2:13]1.[OH:19][CH:18]([CH:15]1[CH2:14][CH2:13][NH:12][CH2:17][CH2:16]1)[C:20]1[CH:28]=[CH:27][C:23]([C:24]([NH2:26])=[O:25])=[CH:22][CH:21]=1. (8) Given the reactants [I:1][C:2]1[CH:12]=[C:6]([C:7]([O:9][CH2:10][CH3:11])=[O:8])[C:5]([OH:13])=[CH:4][CH:3]=1.Cl[C:15]1[C:24]2[C:19](=[CH:20][C:21]([O:27][CH3:28])=[C:22]([O:25][CH3:26])[CH:23]=2)[N:18]=[CH:17][CH:16]=1, predict the reaction product. The product is: [CH3:26][O:25][C:22]1[CH:23]=[C:24]2[C:19](=[CH:20][C:21]=1[O:27][CH3:28])[N:18]=[CH:17][CH:16]=[C:15]2[O:13][C:5]1[CH:4]=[CH:3][C:2]([I:1])=[CH:12][C:6]=1[C:7]([O:9][CH2:10][CH3:11])=[O:8]. (9) Given the reactants C(N1C=CN=C1)(N1C=CN=C1)=O.[CH2:13]([O:20][C:21]([NH:23][CH:24]1[CH2:29][CH2:28][CH:27]([N:30]2[C:34]([CH3:35])=[C:33]([C:36](O)=[O:37])[CH:32]=[N:31]2)[CH2:26][CH2:25]1)=[O:22])[C:14]1[CH:19]=[CH:18][CH:17]=[CH:16][CH:15]=1.[CH2:39]([O:41][C:42](=[O:47])[CH2:43]C([O-])=O)[CH3:40].[CH2:39]([O:41][C:42](=[O:47])[CH2:43]C([O-])=O)[CH3:40].[Mg+2], predict the reaction product. The product is: [CH2:39]([O:41][C:42](=[O:47])[CH2:43][C:36]([C:33]1[CH:32]=[N:31][N:30]([CH:27]2[CH2:26][CH2:25][CH:24]([NH:23][C:21]([O:20][CH2:13][C:14]3[CH:19]=[CH:18][CH:17]=[CH:16][CH:15]=3)=[O:22])[CH2:29][CH2:28]2)[C:34]=1[CH3:35])=[O:37])[CH3:40]. (10) Given the reactants [I:1][C:2]1[CH:7]=[CH:6][CH:5]=[CH:4][C:3]=1[NH2:8].Cl[C:10](Cl)([O:12]C(=O)OC(Cl)(Cl)Cl)Cl.C(=O)(O)[O-].[Na+], predict the reaction product. The product is: [I:1][C:2]1[CH:7]=[CH:6][CH:5]=[CH:4][C:3]=1[N:8]=[C:10]=[O:12].